The task is: Predict which catalyst facilitates the given reaction.. This data is from Catalyst prediction with 721,799 reactions and 888 catalyst types from USPTO. (1) Reactant: [Cl:1][C:2]1[CH:3]=[C:4]([CH:25]=[CH:26][C:27]=1[NH:28][C:29]([O:31]C1C=CC=CC=1)=O)[O:5][C:6]1[C:15]2[C:10](=[CH:11][C:12]([O:20][CH2:21][CH2:22][O:23][CH3:24])=[C:13]([C:16]([O:18][CH3:19])=[O:17])[CH:14]=2)[N:9]=[CH:8][CH:7]=1.[CH:38]1([NH2:41])[CH2:40][CH2:39]1.CN(C)C=O. Product: [Cl:1][C:2]1[CH:3]=[C:4]([CH:25]=[CH:26][C:27]=1[NH:28][C:29]([NH:41][CH:38]1[CH2:40][CH2:39]1)=[O:31])[O:5][C:6]1[C:15]2[C:10](=[CH:11][C:12]([O:20][CH2:21][CH2:22][O:23][CH3:24])=[C:13]([C:16]([O:18][CH3:19])=[O:17])[CH:14]=2)[N:9]=[CH:8][CH:7]=1. The catalyst class is: 6. (2) Reactant: Cl.[NH2:2][C@H:3]1[CH2:8][CH2:7][C@H:6]([C:9]([O:11][CH3:12])=[O:10])[CH2:5][CH2:4]1.[Cl:13][CH2:14][CH2:15][CH2:16][C:17](Cl)=[O:18].C(N(CC)CC)C. Product: [Cl:13][CH2:14][CH2:15][CH2:16][C:17]([NH:2][C@H:3]1[CH2:4][CH2:5][C@H:6]([C:9]([O:11][CH3:12])=[O:10])[CH2:7][CH2:8]1)=[O:18]. The catalyst class is: 4. (3) Reactant: [OH-].[Na+].C[O:4][C:5](=[O:44])[CH2:6][C@H:7]1[CH2:12][CH2:11][C@H:10]([C:13]2[CH:18]=[CH:17][C:16]([NH:19][C:20](=[O:43])[CH2:21][CH2:22][NH:23][C:24]([C:26]3[N:27]=[C:28]([C:35]4[CH:40]=[CH:39][C:38]([Cl:41])=[CH:37][C:36]=4[Cl:42])[O:29][C:30]=3[C:31]([F:34])([F:33])[F:32])=[O:25])=[CH:15][CH:14]=2)[CH2:9][CH2:8]1. Product: [Cl:42][C:36]1[CH:37]=[C:38]([Cl:41])[CH:39]=[CH:40][C:35]=1[C:28]1[O:29][C:30]([C:31]([F:33])([F:34])[F:32])=[C:26]([C:24]([NH:23][CH2:22][CH2:21][C:20]([NH:19][C:16]2[CH:17]=[CH:18][C:13]([C@H:10]3[CH2:9][CH2:8][C@H:7]([CH2:6][C:5]([OH:44])=[O:4])[CH2:12][CH2:11]3)=[CH:14][CH:15]=2)=[O:43])=[O:25])[N:27]=1. The catalyst class is: 87. (4) Reactant: [H-].[H-].[H-].[H-].[Li+].[Al+3].[CH2:7]([N:14]1[CH2:19][CH2:18][CH:17]([NH:20][C:21](=O)OC(C)(C)C)[CH2:16][CH2:15]1)[C:8]1[CH:13]=[CH:12][CH:11]=[CH:10][CH:9]=1.CCOC(C)=O. Product: [CH2:7]([N:14]1[CH2:19][CH2:18][CH:17]([NH:20][CH3:21])[CH2:16][CH2:15]1)[C:8]1[CH:9]=[CH:10][CH:11]=[CH:12][CH:13]=1. The catalyst class is: 1.